Dataset: Forward reaction prediction with 1.9M reactions from USPTO patents (1976-2016). Task: Predict the product of the given reaction. (1) Given the reactants [CH3:1][C:2]1[C:11]2[O:10][CH:9]([C:12]3[CH:17]=[CH:16][CH:15]=[CH:14][CH:13]=3)[CH2:8][NH:7][C:6]=2[CH:5]=[CH:4][CH:3]=1.C(N(CC)CC)C.[CH2:25]([O:27][C:28](=[O:34])/[CH:29]=[CH:30]/[C:31](Cl)=[O:32])[CH3:26], predict the reaction product. The product is: [CH2:25]([O:27][C:28](=[O:34])/[CH:29]=[CH:30]/[C:31]([N:7]1[C:6]2[CH:5]=[CH:4][CH:3]=[C:2]([CH3:1])[C:11]=2[O:10][CH:9]([C:12]2[CH:17]=[CH:16][CH:15]=[CH:14][CH:13]=2)[CH2:8]1)=[O:32])[CH3:26]. (2) Given the reactants [CH3:1][C:2]1[CH:3]=[C:4]([CH2:7][CH2:8][NH:9][C:10](=O)[CH3:11])[S:5][CH:6]=1.O=P12OP3(OP(OP(O3)(O1)=O)(=O)O2)=O, predict the reaction product. The product is: [CH3:1][C:2]1[C:3]2[C:10]([CH3:11])=[N:9][CH2:8][CH2:7][C:4]=2[S:5][CH:6]=1.